Predict the product of the given reaction. From a dataset of Forward reaction prediction with 1.9M reactions from USPTO patents (1976-2016). (1) The product is: [C:15]([NH:19][C:10]([C:3]1[N:4]2[CH:9]=[CH:8][N:7]=[CH:6][C:5]2=[N:1][N:2]=1)=[O:12])([CH3:18])([CH3:17])[CH3:16]. Given the reactants [N:1]1[N:2]=[C:3]([C:10]([O:12]CC)=O)[N:4]2[CH:9]=[CH:8][N:7]=[CH:6][C:5]=12.[C:15]([NH2:19])([CH3:18])([CH3:17])[CH3:16], predict the reaction product. (2) Given the reactants [Cl:1][C:2]1[CH:7]=[C:6]([O:8]CC2C=CC=CC=2)[CH:5]=[CH:4][C:3]=1[CH2:16][N:17]1[CH:21]=[CH:20][C:19]([NH:22][C:23](=[O:32])[C:24]2[C:29]([F:30])=[CH:28][CH:27]=[CH:26][C:25]=2[F:31])=[N:18]1, predict the reaction product. The product is: [Cl:1][C:2]1[CH:7]=[C:6]([OH:8])[CH:5]=[CH:4][C:3]=1[CH2:16][N:17]1[CH:21]=[CH:20][C:19]([NH:22][C:23](=[O:32])[C:24]2[C:25]([F:31])=[CH:26][CH:27]=[CH:28][C:29]=2[F:30])=[N:18]1. (3) Given the reactants [CH3:1][O:2][C:3](=[O:12])[C:4]1[CH:9]=[CH:8][C:7](Br)=[CH:6][C:5]=1[CH3:11].[C:13]([Cu])#[N:14], predict the reaction product. The product is: [CH3:1][O:2][C:3](=[O:12])[C:4]1[CH:9]=[CH:8][C:7]([C:13]#[N:14])=[CH:6][C:5]=1[CH3:11]. (4) Given the reactants [C:1]([C:3]1[CH:8]=[CH:7][CH:6]=[CH:5][C:4]=1[C:9]1[CH:14]=[CH:13][C:12]([CH2:15][C:16]2[C:17](=[O:40])[N:18]([C@@H:29]3[CH2:32][C@H:31]([O:33][CH2:34]C(OCC)=O)[CH2:30]3)[C:19]3[N:20]([N:25]=[C:26]([CH3:28])[N:27]=3)[C:21]=2[CH2:22][CH2:23][CH3:24])=[C:11]([F:41])[CH:10]=1)#[N:2].[CH3:42][Mg]Br.[O:45]1[CH2:49][CH2:48]CC1, predict the reaction product. The product is: [F:41][C:11]1[CH:10]=[C:9]([C:4]2[C:3]([C:1]#[N:2])=[CH:8][CH:7]=[CH:6][CH:5]=2)[CH:14]=[CH:13][C:12]=1[CH2:15][C:16]1[C:17](=[O:40])[N:18]([C@H:29]2[CH2:30][C@@H:31]([O:33][CH2:34][C:49]([OH:45])([CH3:48])[CH3:42])[CH2:32]2)[C:19]2[N:20]([N:25]=[C:26]([CH3:28])[N:27]=2)[C:21]=1[CH2:22][CH2:23][CH3:24].